Dataset: Full USPTO retrosynthesis dataset with 1.9M reactions from patents (1976-2016). Task: Predict the reactants needed to synthesize the given product. (1) Given the product [Cl:18][C:15]1[CH:16]=[CH:17][C:12]([CH:8]([C:5]2[CH:4]=[CH:3][C:2]([Cl:1])=[CH:7][CH:6]=2)[C:9]([NH:19][CH2:20][CH2:21][CH2:22][N:23]2[CH2:28][CH2:27][CH:26]([C:29]3[CH:30]=[C:31]([NH:36][C:37](=[O:41])[CH:38]([CH3:39])[CH3:40])[CH:32]=[CH:33][C:34]=3[CH3:35])[CH2:25][CH2:24]2)=[O:11])=[CH:13][CH:14]=1, predict the reactants needed to synthesize it. The reactants are: [Cl:1][C:2]1[CH:7]=[CH:6][C:5]([CH:8]([C:12]2[CH:17]=[CH:16][C:15]([Cl:18])=[CH:14][CH:13]=2)[C:9]([OH:11])=O)=[CH:4][CH:3]=1.[NH2:19][CH2:20][CH2:21][CH2:22][N:23]1[CH2:28][CH2:27][CH:26]([C:29]2[CH:30]=[C:31]([NH:36][C:37](=[O:41])[CH:38]([CH3:40])[CH3:39])[CH:32]=[CH:33][C:34]=2[CH3:35])[CH2:25][CH2:24]1. (2) Given the product [Cl:1][C:2]1[CH:3]=[C:4]([C@@H:12]([CH2:22][CH:23]2[CH2:24][CH2:25][CH2:26][CH2:27]2)[C:13]([NH:15][C:16]2[CH:20]=[CH:19][NH:18][N:17]=2)=[O:14])[CH:5]=[CH:6][C:7]=1[S:8]([CH3:11])(=[O:10])=[O:9], predict the reactants needed to synthesize it. The reactants are: [Cl:1][C:2]1[CH:3]=[C:4]([C@@H:12]([CH2:22][CH:23]2[CH2:27][CH2:26][CH2:25][CH2:24]2)[C:13]([NH:15][C:16]2[CH:20]=[CH:19][N:18](C)[N:17]=2)=[O:14])[CH:5]=[CH:6][C:7]=1[S:8]([CH3:11])(=[O:10])=[O:9].C(Cl)(=O)C(Cl)=O.C(Cl)Cl.CN(C)C=O.N1C=CC(N)=N1.N1C(C)=CC=CC=1C.